This data is from Full USPTO retrosynthesis dataset with 1.9M reactions from patents (1976-2016). The task is: Predict the reactants needed to synthesize the given product. (1) Given the product [N+:1]([C:4]1[C:5]([C:9]([O:11][CH3:23])=[O:10])=[N:6][N:7]([C:12]2[CH:17]=[CH:16][CH:15]=[CH:14][CH:13]=2)[CH:8]=1)([O-:3])=[O:2], predict the reactants needed to synthesize it. The reactants are: [N+:1]([C:4]1[C:5]([C:9]([O-:11])=[O:10])=[N:6][NH:7][CH:8]=1)([O-:3])=[O:2].[C:12]1(OB(O)O)[CH:17]=[CH:16][CH:15]=[CH:14][CH:13]=1.N1C=CC=C[CH:23]=1. (2) Given the product [CH2:12]([O:11][CH2:10][CH2:9][O:8][CH2:7][C:6]([OH:19])=[O:5])[C:13]1[CH:18]=[CH:17][CH:16]=[CH:15][CH:14]=1, predict the reactants needed to synthesize it. The reactants are: C([O:5][C:6](=[O:19])[CH2:7][O:8][CH2:9][CH2:10][O:11][CH2:12][C:13]1[CH:18]=[CH:17][CH:16]=[CH:15][CH:14]=1)CCC.C(O)(C(F)(F)F)=O. (3) Given the product [F:22][C:23]1[CH:28]=[CH:27][CH:26]=[C:25]([F:29])[C:24]=1[C:30]1[CH:38]=[CH:37][CH:36]=[C:35]2[C:31]=1[C:32](=[CH:20][C:3]1[NH:4][C:5]3[CH2:10][CH2:9][N:8]([CH2:11][CH2:12][N:13]4[CH2:14][CH2:15][CH2:16][CH2:17][CH2:18]4)[C:7](=[O:19])[C:6]=3[C:2]=1[CH3:1])[C:33](=[O:39])[NH:34]2, predict the reactants needed to synthesize it. The reactants are: [CH3:1][C:2]1[C:6]2[C:7](=[O:19])[N:8]([CH2:11][CH2:12][N:13]3[CH2:18][CH2:17][CH2:16][CH2:15][CH2:14]3)[CH2:9][CH2:10][C:5]=2[NH:4][C:3]=1[CH:20]=O.[F:22][C:23]1[CH:28]=[CH:27][CH:26]=[C:25]([F:29])[C:24]=1[C:30]1[CH:38]=[CH:37][CH:36]=[C:35]2[C:31]=1[CH2:32][C:33](=[O:39])[NH:34]2. (4) The reactants are: C[O:2][C:3]([C:5]1[C:29]([N:30]([CH2:33][CH3:34])[CH2:31][CH3:32])=[CH:28][C:8]2[N:9]([CH3:27])[C:10]([NH:12][C:13]3[S:14][C:15]4[CH:21]=[C:20]([O:22][C:23]([F:26])([F:25])[F:24])[CH:19]=[CH:18][C:16]=4[N:17]=3)=[N:11][C:7]=2[CH:6]=1)=[O:4].[OH-].[Li+]. Given the product [CH2:33]([N:30]([CH2:31][CH3:32])[C:29]1[C:5]([C:3]([OH:4])=[O:2])=[CH:6][C:7]2[N:11]=[C:10]([NH:12][C:13]3[S:14][C:15]4[CH:21]=[C:20]([O:22][C:23]([F:25])([F:26])[F:24])[CH:19]=[CH:18][C:16]=4[N:17]=3)[N:9]([CH3:27])[C:8]=2[CH:28]=1)[CH3:34], predict the reactants needed to synthesize it.